This data is from Forward reaction prediction with 1.9M reactions from USPTO patents (1976-2016). The task is: Predict the product of the given reaction. (1) Given the reactants [H-].[Na+].[Cl:3][C:4]1[CH:9]=[CH:8][C:7]([SH:10])=[CH:6][CH:5]=1.Br[C:12]1[S:16][C:15]([CH:17]=[O:18])=[CH:14][CH:13]=1, predict the reaction product. The product is: [Cl:3][C:4]1[CH:9]=[CH:8][C:7]([S:10][C:12]2[S:16][C:15]([CH:17]=[O:18])=[CH:14][CH:13]=2)=[CH:6][CH:5]=1. (2) Given the reactants [Cl:1][C:2]1[CH:3]=[C:4]([C:8]2[C:13]3[N:14]([CH2:17][C@H:18]4[CH2:23][CH2:22][C@H:21]([CH3:24])[CH2:20][CH2:19]4)[CH:15]=[N:16][C:12]=3[CH:11]=[C:10]([C:25]#[N:26])[N:9]=2)[CH:5]=[N:6][CH:7]=1.[Cl-].[Li+].CC1(C)CCCC(C)(C)N1[Mg]Cl.[CH3:41][O:42][CH2:43][C:44](=[O:46])[CH3:45], predict the reaction product. The product is: [Cl:1][C:2]1[CH:3]=[C:4]([C:8]2[C:13]3[N:14]([CH2:17][C@H:18]4[CH2:23][CH2:22][C@H:21]([CH3:24])[CH2:20][CH2:19]4)[C:15]([C:44]([OH:46])([CH3:45])[CH2:43][O:42][CH3:41])=[N:16][C:12]=3[CH:11]=[C:10]([C:25]#[N:26])[N:9]=2)[CH:5]=[N:6][CH:7]=1. (3) Given the reactants C([O:3][C:4]([C:6]1[N:14](S(C2C=CC=CC=2)(=O)=O)[C:13]2[C:8](=[N:9][C:10]([N:24](C(OC(C)(C)C)=O)[NH:25][C:26](OC(C)(C)C)=O)=[CH:11][CH:12]=2)[CH:7]=1)=[O:5])C.[OH-].[Na+].[CH3:42]C(O)=O, predict the reaction product. The product is: [CH3:42][C:26]1[N:9]2[C:8]3[CH:7]=[C:6]([C:4]([OH:3])=[O:5])[NH:14][C:13]=3[CH:12]=[CH:11][C:10]2=[N:24][N:25]=1. (4) Given the reactants [CH3:1][C:2]1[NH:3][C:4]2[CH2:5][CH2:6][CH2:7][C:8](=[O:13])[C:9]=2[C:10]=1[CH2:11][CH3:12].[O:14]1[CH2:19][CH2:18][N:17]([CH2:20]N2CCOCC2)[CH2:16][CH2:15]1, predict the reaction product. The product is: [CH3:12][CH2:11][C:10]1[C:9]2[C:8]([CH:7]([CH2:20][N:17]3[CH2:18][CH2:19][O:14][CH2:15][CH2:16]3)[CH2:6][CH2:5][C:4]=2[NH:3][C:2]=1[CH3:1])=[O:13]. (5) Given the reactants [C:1]([O:5][C:6]([N:8]1[CH2:11][CH:10]([NH:12][C:13]2[CH:14]=[C:15]3[C:24](=[CH:25][C:26]=2Br)[O:23][CH2:22][C:21]2[N:16]3[CH:17]([CH3:29])[C:18](=[O:28])[NH:19][N:20]=2)[CH2:9]1)=[O:7])([CH3:4])([CH3:3])[CH3:2].[NH2:30][C:31]1[CH:36]=[CH:35][CH:34]=[CH:33][CH:32]=1.CC1(C)C2C(=C(P(C3C=CC=CC=3)C3C=CC=CC=3)C=CC=2)OC2C(P(C3C=CC=CC=3)C3C=CC=CC=3)=CC=CC1=2.C([O-])([O-])=O.[Cs+].[Cs+], predict the reaction product. The product is: [C:1]([O:5][C:6]([N:8]1[CH2:11][CH:10]([NH:12][C:13]2[CH:14]=[C:15]3[C:24](=[CH:25][C:26]=2[NH:30][C:31]2[CH:36]=[CH:35][CH:34]=[CH:33][CH:32]=2)[O:23][CH2:22][C:21]2[N:16]3[CH:17]([CH3:29])[C:18](=[O:28])[NH:19][N:20]=2)[CH2:9]1)=[O:7])([CH3:4])([CH3:3])[CH3:2].